Dataset: Full USPTO retrosynthesis dataset with 1.9M reactions from patents (1976-2016). Task: Predict the reactants needed to synthesize the given product. (1) Given the product [CH2:46]([O:45][C:43]([O:11][CH2:10][C@H:8]1[O:9][C@@H:1]([O:12][C:13]2[C:17]([CH2:18][C:19]3[CH:24]=[CH:23][C:22]([O:25][CH3:26])=[CH:21][CH:20]=3)=[C:16]([CH3:27])[N:15]([C:28]3[CH:33]=[CH:32][CH:31]=[CH:30][CH:29]=3)[N:14]=2)[C@H:2]([OH:3])[C@@H:4]([OH:5])[C@@H:6]1[OH:7])=[O:44])[CH3:47], predict the reactants needed to synthesize it. The reactants are: [C@@H:1]1([O:12][C:13]2[C:17]([CH2:18][C:19]3[CH:24]=[CH:23][C:22]([O:25][CH3:26])=[CH:21][CH:20]=3)=[C:16]([CH3:27])[N:15]([C:28]3[CH:33]=[CH:32][CH:31]=[CH:30][CH:29]=3)[N:14]=2)[O:9][C@H:8]([CH2:10][OH:11])[C@@H:6]([OH:7])[C@H:4]([OH:5])[C@H:2]1[OH:3].CC1C=CC=C(C)N=1.Cl[C:43]([O:45][CH2:46][CH3:47])=[O:44].C(O)(=O)CC(CC(O)=O)(C(O)=O)O. (2) Given the product [Br:1][C:2]1[CH:3]=[CH:4][C:5]([NH:12][CH:9]2[CH2:11][CH2:10]2)=[N:6][CH:7]=1, predict the reactants needed to synthesize it. The reactants are: [Br:1][C:2]1[CH:3]=[CH:4][C:5](F)=[N:6][CH:7]=1.[CH:9]1([NH2:12])[CH2:11][CH2:10]1. (3) Given the product [NH:3]1[C:7]2[CH:8]=[CH:9][CH:10]=[CH:11][C:6]=2[N:5]=[C:4]1[C@H:12]([NH2:24])[CH2:13][C:14]1[CH:19]=[CH:18][C:17]([C:20]([F:23])([F:22])[F:21])=[CH:16][CH:15]=1, predict the reactants needed to synthesize it. The reactants are: N#N.[NH:3]1[C:7]2[CH:8]=[CH:9][CH:10]=[CH:11][C:6]=2[N:5]=[C:4]1[C@H:12]([NH:24]C(=O)OC(C)(C)C)[CH2:13][C:14]1[CH:19]=[CH:18][C:17]([C:20]([F:23])([F:22])[F:21])=[CH:16][CH:15]=1.Cl. (4) Given the product [CH3:5][O:6][C:7]([C:9]1[CH:10]=[C:11]([C:20]2[CH:21]=[CH:22][C:23]([CH3:26])=[CH:24][CH:25]=2)[CH:12]=[C:13]([C:15]2[N:16]([CH2:17][CH3:18])[N:3]=[N:2][N:1]=2)[CH:14]=1)=[O:8], predict the reactants needed to synthesize it. The reactants are: [N-:1]=[N+:2]=[N-:3].[Na+].[CH3:5][O:6][C:7]([C:9]1[CH:10]=[C:11]([C:20]2[CH:25]=[CH:24][C:23]([CH3:26])=[CH:22][CH:21]=2)[CH:12]=[C:13]([C:15](=O)[NH:16][CH2:17][CH3:18])[CH:14]=1)=[O:8].[Si](Cl)(Cl)(Cl)Cl.C([O-])([O-])=O.[Na+].[Na+]. (5) Given the product [CH3:9][C:6]1([C:4](=[O:5])[CH2:13][CH:12]=[CH2:11])[CH2:8][CH2:7]1, predict the reactants needed to synthesize it. The reactants are: CON(C)[C:4]([C:6]1([CH3:9])[CH2:8][CH2:7]1)=[O:5].[CH2:11]([Mg]Br)[CH:12]=[CH2:13]. (6) Given the product [F:38][C:23]1[S:22][C:21]([C:18]2[CH:19]=[CH:20][C:15]([C:12]3[CH:11]=[CH:10][C:9]([C:6]4([C:4]([OH:5])=[O:3])[CH2:8][CH2:7]4)=[CH:14][CH:13]=3)=[C:16]([O:39][CH3:40])[CH:17]=2)=[C:25]([NH:26][C:27]([O:29][C@@H:30]([C:32]2[CH:33]=[CH:34][CH:35]=[CH:36][CH:37]=2)[CH3:31])=[O:28])[CH:24]=1, predict the reactants needed to synthesize it. The reactants are: C([O:3][C:4]([C:6]1([C:9]2[CH:14]=[CH:13][C:12]([C:15]3[CH:20]=[CH:19][C:18]([C:21]4[S:22][C:23]([F:38])=[CH:24][C:25]=4[NH:26][C:27]([O:29][C@@H:30]([C:32]4[CH:37]=[CH:36][CH:35]=[CH:34][CH:33]=4)[CH3:31])=[O:28])=[CH:17][C:16]=3[O:39][CH3:40])=[CH:11][CH:10]=2)[CH2:8][CH2:7]1)=[O:5])C.O1CCCC1.[OH-].[Na+].Cl. (7) Given the product [N:1]1[C:10]2[C:5](=[CH:6][CH:7]=[C:8]([NH:11][C:12]([C:14]3[CH:23]=[CH:22][C:21]4[C:16](=[CH:17][CH:18]=[C:19]([C:27]5[CH:26]=[N:25][CH:30]=[CH:29][CH:28]=5)[CH:20]=4)[CH:15]=3)=[O:13])[CH:9]=2)[CH:4]=[CH:3][CH:2]=1, predict the reactants needed to synthesize it. The reactants are: [N:1]1[C:10]2[C:5](=[CH:6][CH:7]=[C:8]([NH:11][C:12]([C:14]3[CH:23]=[CH:22][C:21]4[C:16](=[CH:17][CH:18]=[C:19](Br)[CH:20]=4)[CH:15]=3)=[O:13])[CH:9]=2)[CH:4]=[CH:3][CH:2]=1.[N:25]1[CH:30]=[CH:29][CH:28]=[C:27](B(O)O)[CH:26]=1. (8) Given the product [C:1]1([C:7](=[O:8])[CH:9]([C:10]2[CH:11]=[CH:12][CH:13]=[CH:14][CH:15]=2)[CH3:16])[CH:2]=[CH:3][CH:4]=[CH:5][CH:6]=1, predict the reactants needed to synthesize it. The reactants are: [C:1]1([C:7]([CH2:9][C:10]2[CH:15]=[CH:14][CH:13]=[CH:12][CH:11]=2)=[O:8])[CH:6]=[CH:5][CH:4]=[CH:3][CH:2]=1.[CH3:16]C(C)([O-])C.[K+]. (9) Given the product [CH3:22][C:23]1[CH:31]=[CH:30][C:29]([S:32]([N:35]2[CH2:40][CH2:39][O:38][CH2:37][CH2:36]2)(=[O:34])=[O:33])=[CH:28][C:24]=1[C:25]([O:20][C:16]1[CH:17]=[CH:18][CH:19]=[C:14]([C:13]2[C:12]3[C:7](=[C:8]([Cl:21])[CH:9]=[CH:10][CH:11]=3)[N:6]=[CH:5][C:4]=2[CH:2]([CH3:1])[CH3:3])[CH:15]=1)=[O:26], predict the reactants needed to synthesize it. The reactants are: [CH3:1][CH:2]([C:4]1[CH:5]=[N:6][C:7]2[C:12]([C:13]=1[C:14]1[CH:19]=[CH:18][CH:17]=[C:16]([OH:20])[CH:15]=1)=[CH:11][CH:10]=[CH:9][C:8]=2[Cl:21])[CH3:3].[CH3:22][C:23]1[CH:31]=[CH:30][C:29]([S:32]([N:35]2[CH2:40][CH2:39][O:38][CH2:37][CH2:36]2)(=[O:34])=[O:33])=[CH:28][C:24]=1[C:25](O)=[O:26]. (10) The reactants are: [F:1][C:2]1[CH:7]=[CH:6][C:5]([C:8]([C:10]2[CH:15]=[C:14]([O:16][C:17]([F:22])([F:21])[CH:18]([F:20])[F:19])[CH:13]=[C:12]([F:23])[CH:11]=2)=O)=[CH:4][C:3]=1[O:24][CH3:25].[CH3:26][C:27]([S@:30]([NH2:32])=[O:31])([CH3:29])[CH3:28]. Given the product [F:1][C:2]1[CH:7]=[CH:6][C:5]([C:8]([C:10]2[CH:15]=[C:14]([O:16][C:17]([F:22])([F:21])[CH:18]([F:20])[F:19])[CH:13]=[C:12]([F:23])[CH:11]=2)=[N:32][S@@:30]([C:27]([CH3:29])([CH3:28])[CH3:26])=[O:31])=[CH:4][C:3]=1[O:24][CH3:25], predict the reactants needed to synthesize it.